From a dataset of M1 muscarinic receptor antagonist screen with 61,756 compounds. Binary Classification. Given a drug SMILES string, predict its activity (active/inactive) in a high-throughput screening assay against a specified biological target. (1) The compound is s1c(C(=O)N2CCn3c2nc2c3cccc2)ccc1. The result is 0 (inactive). (2) The compound is Clc1c(cc(S(=O)(=O)N2CCCCC2)cc1)C(=O)Nc1ncc(Cl)cc1. The result is 0 (inactive). (3) The drug is Clc1c2ncnc(OCC(=O)N3CCCCC3)c2cc(Cl)c1. The result is 0 (inactive). (4) The result is 0 (inactive). The molecule is Clc1c(Cn2nc(c(NC(=O)c3noc4CCCCCc34)c2C)C)cccc1.